This data is from Full USPTO retrosynthesis dataset with 1.9M reactions from patents (1976-2016). The task is: Predict the reactants needed to synthesize the given product. (1) Given the product [F:30][C:10]1[CH:11]=[C:12]2[C:7](=[CH:8][CH:9]=1)[CH:6]=[C:5]([CH2:4][C:3]([OH:31])=[O:2])[C:14]([CH3:15])=[C:13]2[CH2:16][C:17]1[CH:22]=[CH:21][C:20]([S:23]([C:26]([F:28])([F:27])[F:29])(=[O:24])=[O:25])=[CH:19][CH:18]=1, predict the reactants needed to synthesize it. The reactants are: C[O:2][C:3](=[O:31])[CH2:4][C:5]1[C:14]([CH3:15])=[C:13]([CH2:16][C:17]2[CH:22]=[CH:21][C:20]([S:23]([C:26]([F:29])([F:28])[F:27])(=[O:25])=[O:24])=[CH:19][CH:18]=2)[C:12]2[C:7](=[CH:8][CH:9]=[C:10]([F:30])[CH:11]=2)[CH:6]=1.O.[OH-].[Li+]. (2) Given the product [CH:14]1([CH:20]=[N:9][NH:8][C:6](=[O:7])[C:5]2[CH:10]=[CH:11][CH:12]=[C:3]([O:2][CH3:1])[C:4]=2[CH3:13])[CH2:19][CH2:18][CH2:17][CH2:16][CH2:15]1, predict the reactants needed to synthesize it. The reactants are: [CH3:1][O:2][C:3]1[C:4]([CH3:13])=[C:5]([CH:10]=[CH:11][CH:12]=1)[C:6]([NH:8][NH2:9])=[O:7].[CH:14]1([CH:20]=O)[CH2:19][CH2:18][CH2:17][CH2:16][CH2:15]1.C(O)(=O)C. (3) Given the product [CH2:16]([NH:15][C:13]([NH:12][C:9]1[CH:10]=[CH:11][C:5]2[C:6]([N:8]=1)=[N:7][C:2]([C:32]#[C:31][C:25]1[CH:30]=[CH:29][CH:28]=[CH:27][CH:26]=1)=[CH:3][N:4]=2)=[O:14])[CH3:17], predict the reactants needed to synthesize it. The reactants are: Cl[C:2]1[N:7]=[C:6]2[N:8]=[C:9]([NH:12][C:13]([NH:15][CH2:16][CH3:17])=[O:14])[CH:10]=[CH:11][C:5]2=[N:4][CH:3]=1.C(N(CC)CC)C.[C:25]1([C:31]#[CH:32])[CH:30]=[CH:29][CH:28]=[CH:27][CH:26]=1.Cl.